Dataset: Reaction yield outcomes from USPTO patents with 853,638 reactions. Task: Predict the reaction yield, written as a fraction of the theoretical maximum amount of product (1.0 means a 100% yield; for example, 0.34 means a 34% yield). (1) The reactants are [NH2:1][C:2]1[CH:3]=[CH:4][CH:5]=[C:6]2[C:11]=1[N:10]=[CH:9][CH:8]=[CH:7]2.[Cl:12][C:13]1[CH:18]=[CH:17][CH:16]=[CH:15][C:14]=1[S:19](Cl)(=[O:21])=[O:20]. The catalyst is CN(C1C=CN=CC=1)C.CCCCCC. The product is [Cl:12][C:13]1[CH:18]=[CH:17][CH:16]=[CH:15][C:14]=1[S:19]([NH:1][C:2]1[CH:3]=[CH:4][CH:5]=[C:6]2[C:11]=1[N:10]=[CH:9][CH:8]=[CH:7]2)(=[O:21])=[O:20]. The yield is 0.580. (2) The reactants are [CH:1]1([C:4]2[NH:8][N:7]=[C:6]([NH:9][C:10]3[C:15]([NH2:16])=[CH:14][N:13]=[C:12]([NH:17][C@H:18]([C:20]4[CH:25]=[CH:24][C:23]([F:26])=[CH:22][CH:21]=4)[CH3:19])[N:11]=3)[CH:5]=2)[CH2:3][CH2:2]1.[N:27]([O-])=O.[Na+].O. The catalyst is C(O)(=O)C. The product is [CH:1]1([C:4]2[NH:8][N:7]=[C:6]([N:9]3[C:10]4[N:11]=[C:12]([NH:17][C@H:18]([C:20]5[CH:21]=[CH:22][C:23]([F:26])=[CH:24][CH:25]=5)[CH3:19])[N:13]=[CH:14][C:15]=4[N:16]=[N:27]3)[CH:5]=2)[CH2:3][CH2:2]1. The yield is 0.400.